This data is from Reaction yield outcomes from USPTO patents with 853,638 reactions. The task is: Predict the reaction yield, written as a fraction of the theoretical maximum amount of product (1.0 means a 100% yield; for example, 0.34 means a 34% yield). (1) The reactants are [CH3:1][O:2][C:3]1[CH:4]=[C:5]2[C:10](=[CH:11][C:12]=1[O:13][CH3:14])[N:9]=[CH:8][N:7]=[C:6]2[O:15][C:16]1[CH:17]=[C:18]([CH:20]=[CH:21][CH:22]=1)[NH2:19].[C:23]([C:27]1[CH:31]=[C:30]([NH:32][C:33](=O)[O:34]C2C=CC=CC=2)[O:29][N:28]=1)([CH3:26])([CH3:25])[CH3:24]. No catalyst specified. The product is [C:23]([C:27]1[CH:31]=[C:30]([NH:32][C:33]([NH:19][C:18]2[CH:20]=[CH:21][CH:22]=[C:16]([O:15][C:6]3[C:5]4[C:10](=[CH:11][C:12]([O:13][CH3:14])=[C:3]([O:2][CH3:1])[CH:4]=4)[N:9]=[CH:8][N:7]=3)[CH:17]=2)=[O:34])[O:29][N:28]=1)([CH3:26])([CH3:24])[CH3:25]. The yield is 0.290. (2) The reactants are [C:1]1([S:7](Cl)(=[O:9])=[O:8])[CH:6]=[CH:5][CH:4]=[CH:3][CH:2]=1.[NH2:11][C:12]1[C:13]([Cl:38])=[CH:14][C:15]2[N:21]3[CH2:22][CH2:23][CH2:24][C@@H:25]([NH:26][C:27](=[O:32])[C:28]([F:31])([F:30])[F:29])[C@H:20]3[C:19]3[CH:33]=[CH:34][CH:35]=[CH:36][C:18]=3[O:17][C:16]=2[CH:37]=1. The catalyst is C(Cl)Cl.C(N(CC)CC)C. The product is [Cl:38][C:13]1[C:12]([N:11]([S:7]([C:1]2[CH:6]=[CH:5][CH:4]=[CH:3][CH:2]=2)(=[O:9])=[O:8])[S:7]([C:1]2[CH:6]=[CH:5][CH:4]=[CH:3][CH:2]=2)(=[O:9])=[O:8])=[CH:37][C:16]2[O:17][C:18]3[CH:36]=[CH:35][CH:34]=[CH:33][C:19]=3[C@@H:20]3[C@H:25]([NH:26][C:27](=[O:32])[C:28]([F:31])([F:30])[F:29])[CH2:24][CH2:23][CH2:22][N:21]3[C:15]=2[CH:14]=1. The yield is 0.830.